This data is from Catalyst prediction with 721,799 reactions and 888 catalyst types from USPTO. The task is: Predict which catalyst facilitates the given reaction. Reactant: [O:1]1[CH2:6][CH2:5][N:4]([CH2:7][CH2:8][NH2:9])[CH2:3][CH2:2]1.[CH3:10][O:11][C:12]1[CH:13]=[C:14]([S:18](Cl)(=[O:20])=[O:19])[CH:15]=[CH:16][CH:17]=1. Product: [CH3:10][O:11][C:12]1[CH:13]=[C:14]([S:18]([NH:9][CH2:8][CH2:7][N:4]2[CH2:5][CH2:6][O:1][CH2:2][CH2:3]2)(=[O:20])=[O:19])[CH:15]=[CH:16][CH:17]=1. The catalyst class is: 202.